This data is from Catalyst prediction with 721,799 reactions and 888 catalyst types from USPTO. The task is: Predict which catalyst facilitates the given reaction. (1) Reactant: [NH2:1][C:2]1[C:3]2[C:10]([C:11]3[CH:16]=[CH:15][C:14]([O:17][C:18]4[CH:23]=[CH:22][CH:21]=[CH:20][CH:19]=4)=[CH:13][CH:12]=3)=[CH:9][N:8]([CH:24]3[CH2:29][CH2:28][N:27]([CH:30]4[CH2:35][CH2:34][N:33](C(OC(C)(C)C)=O)[CH2:32][CH2:31]4)[CH2:26][CH2:25]3)[C:4]=2[N:5]=[CH:6][N:7]=1.Cl.[OH-].[Na+]. Product: [N:27]1([CH:30]2[CH2:35][CH2:34][NH:33][CH2:32][CH2:31]2)[CH2:28][CH2:29][CH:24]([N:8]2[C:4]3[N:5]=[CH:6][N:7]=[C:2]([NH2:1])[C:3]=3[C:10]([C:11]3[CH:12]=[CH:13][C:14]([O:17][C:18]4[CH:23]=[CH:22][CH:21]=[CH:20][CH:19]=4)=[CH:15][CH:16]=3)=[CH:9]2)[CH2:25][CH2:26]1. The catalyst class is: 1. (2) Reactant: Cl.[NH2:2][C@H:3]1[CH2:7][CH2:6][N:5]([CH2:8][CH2:9][C:10]2[CH:15]=[CH:14][C:13]([N+:16]([O-:18])=[O:17])=[CH:12][CH:11]=2)[C:4]1=[O:19].[F:20][C:21]([F:32])([F:31])[C:22](O[C:22](=[O:23])[C:21]([F:32])([F:31])[F:20])=[O:23]. Product: [F:20][C:21]([F:32])([F:31])[C:22]([NH:2][C@H:3]1[CH2:7][CH2:6][N:5]([CH2:8][CH2:9][C:10]2[CH:15]=[CH:14][C:13]([N+:16]([O-:18])=[O:17])=[CH:12][CH:11]=2)[C:4]1=[O:19])=[O:23]. The catalyst class is: 2. (3) Reactant: [OH:1][CH2:2][C:3]1([NH:9][C:10](=[O:19])[O:11][CH2:12][C:13]2[CH:18]=[CH:17][CH:16]=[CH:15][CH:14]=2)[CH2:8][CH2:7][O:6][CH2:5][CH2:4]1.F[B-](F)(F)F.[CH3:25][O+](C)C. Product: [CH3:25][O:1][CH2:2][C:3]1([NH:9][C:10](=[O:19])[O:11][CH2:12][C:13]2[CH:18]=[CH:17][CH:16]=[CH:15][CH:14]=2)[CH2:4][CH2:5][O:6][CH2:7][CH2:8]1. The catalyst class is: 2. (4) Reactant: Br[C:2]1[CH:3]=[C:4]([N:8]2[C:12]3[CH:13]=[CH:14][C:15]([C:17]([NH:19][CH3:20])=[O:18])=[CH:16][C:11]=3[N:10]=[CH:9]2)[CH:5]=[CH:6][CH:7]=1.[S:21]1[CH:25]=[CH:24][CH:23]=[C:22]1B(O)O.C([O-])([O-])=O.[Na+].[Na+]. Product: [CH3:20][NH:19][C:17]([C:15]1[CH:14]=[CH:13][C:12]2[N:8]([C:4]3[CH:5]=[CH:6][CH:7]=[C:2]([C:22]4[S:21][CH:25]=[CH:24][CH:23]=4)[CH:3]=3)[CH:9]=[N:10][C:11]=2[CH:16]=1)=[O:18]. The catalyst class is: 339. (5) The catalyst class is: 10. Product: [Cl:25][C:17]1[C:12]([N:7]2[C:8]3[C:4](=[CH:3][C:2]([Cl:1])=[CH:10][C:9]=3[Cl:11])[CH2:5][CH2:6]2)=[N:13][C:14]([CH3:24])=[N:15][C:16]=1[NH:18][CH:19]([CH2:22][CH3:23])[CH2:20][CH3:21]. Reactant: [Cl:1][C:2]1[CH:3]=[C:4]2[C:8](=[C:9]([Cl:11])[CH:10]=1)[N:7]([C:12]1[CH:17]=[C:16]([NH:18][CH:19]([CH2:22][CH3:23])[CH2:20][CH3:21])[N:15]=[C:14]([CH3:24])[N:13]=1)[CH2:6][CH2:5]2.[Cl:25]N1C(=O)CCC1=O.